This data is from Forward reaction prediction with 1.9M reactions from USPTO patents (1976-2016). The task is: Predict the product of the given reaction. (1) Given the reactants Br[C:2]1[C:3](=[O:17])[N:4]([CH3:16])[C:5](=[O:15])[N:6]([CH2:8][CH2:9][CH2:10][CH2:11][CH2:12][CH2:13][CH3:14])[N:7]=1.[NH2:18][CH2:19][CH2:20][C:21]1[CH:22]=[C:23]([CH:33]=[CH:34][CH:35]=1)[O:24][C:25]([CH3:32])([CH3:31])[C:26]([O:28][CH2:29][CH3:30])=[O:27], predict the reaction product. The product is: [CH2:8]([N:6]1[C:5](=[O:15])[N:4]([CH3:16])[C:3](=[O:17])[C:2]([NH:18][CH2:19][CH2:20][C:21]2[CH:22]=[C:23]([CH:33]=[CH:34][CH:35]=2)[O:24][C:25]([CH3:32])([CH3:31])[C:26]([O:28][CH2:29][CH3:30])=[O:27])=[N:7]1)[CH2:9][CH2:10][CH2:11][CH2:12][CH2:13][CH3:14]. (2) The product is: [ClH:27].[CH3:34][S:31]([CH2:30][CH2:29][NH:28][C:22]([C:19]1[CH:20]=[C:21]2[C:16](=[CH:17][CH:18]=1)[NH:15][C:14]([OH:26])=[C:13]2[C:10]1[CH:9]=[CH:8][C:7]([CH2:6][N:3]([CH2:1][CH3:2])[CH2:4][CH3:5])=[CH:12][N:11]=1)=[O:24])(=[O:33])=[O:32]. Given the reactants [CH2:1]([N:3]([CH2:6][C:7]1[CH:8]=[CH:9][C:10]([C:13]2[C:21]3[C:16](=[CH:17][CH:18]=[C:19]([C:22]([O:24]C)=O)[CH:20]=3)[NH:15][C:14]=2[OH:26])=[N:11][CH:12]=1)[CH2:4][CH3:5])[CH3:2].[ClH:27].[NH2:28][CH2:29][CH2:30][S:31]([CH3:34])(=[O:33])=[O:32], predict the reaction product.